Dataset: NCI-60 drug combinations with 297,098 pairs across 59 cell lines. Task: Regression. Given two drug SMILES strings and cell line genomic features, predict the synergy score measuring deviation from expected non-interaction effect. Drug 1: CC1=C(N=C(N=C1N)C(CC(=O)N)NCC(C(=O)N)N)C(=O)NC(C(C2=CN=CN2)OC3C(C(C(C(O3)CO)O)O)OC4C(C(C(C(O4)CO)O)OC(=O)N)O)C(=O)NC(C)C(C(C)C(=O)NC(C(C)O)C(=O)NCCC5=NC(=CS5)C6=NC(=CS6)C(=O)NCCC[S+](C)C)O. Drug 2: CC1=C(C(=O)C2=C(C1=O)N3CC4C(C3(C2COC(=O)N)OC)N4)N. Cell line: SK-MEL-28. Synergy scores: CSS=19.2, Synergy_ZIP=-4.16, Synergy_Bliss=0.0879, Synergy_Loewe=-8.35, Synergy_HSA=1.34.